Predict which catalyst facilitates the given reaction. From a dataset of Catalyst prediction with 721,799 reactions and 888 catalyst types from USPTO. (1) Reactant: Br[C:2]1[CH:7]=[CH:6][C:5]([NH:8][CH2:9][C:10]2[CH:15]=[CH:14][C:13]([O:16][CH3:17])=[CH:12][C:11]=2[C:18]2[CH:19]=[CH:20][C:21]([C:24]([NH:26][CH2:27][CH2:28][C:29]([O:31][CH2:32][CH3:33])=[O:30])=[O:25])=[N:22][CH:23]=2)=[CH:4][CH:3]=1.[F:34][C:35]([F:46])([F:45])[C:36]1[CH:41]=[CH:40][C:39](B(O)O)=[CH:38][CH:37]=1.C([O-])([O-])=O.[K+].[K+].O. Product: [CH3:17][O:16][C:13]1[CH:14]=[CH:15][C:10]([CH2:9][NH:8][C:5]2[CH:6]=[CH:7][C:2]([C:39]3[CH:40]=[CH:41][C:36]([C:35]([F:46])([F:45])[F:34])=[CH:37][CH:38]=3)=[CH:3][CH:4]=2)=[C:11]([C:18]2[CH:19]=[CH:20][C:21]([C:24]([NH:26][CH2:27][CH2:28][C:29]([O:31][CH2:32][CH3:33])=[O:30])=[O:25])=[N:22][CH:23]=2)[CH:12]=1. The catalyst class is: 800. (2) Reactant: [N+:1]([C:4]1[CH:5]=[CH:6][C:7]([CH3:13])=[C:8]([CH:12]=1)[C:9]([OH:11])=[O:10])([O-])=O.[ClH:14]. Product: [ClH:14].[NH2:1][C:4]1[CH:5]=[CH:6][C:7]([CH3:13])=[C:8]([CH:12]=1)[C:9]([OH:11])=[O:10]. The catalyst class is: 50. (3) Reactant: [N:1]1([C:6]2[N:11]=[CH:10][C:9]([C:12]([O:14]C)=[O:13])=[CH:8][CH:7]=2)[CH:5]=[CH:4][N:3]=[CH:2]1.O1CCCC1.[OH-].[Na+].Cl. Product: [N:1]1([C:6]2[N:11]=[CH:10][C:9]([C:12]([OH:14])=[O:13])=[CH:8][CH:7]=2)[CH:5]=[CH:4][N:3]=[CH:2]1. The catalyst class is: 5. (4) Reactant: [Cl:1][C:2]1[C:3]([C:17]2[CH:22]=[CH:21][N:20]=[C:19]3[NH:23][C:24]([CH:26]4[CH2:31][CH2:30][N:29](C(OC(C)(C)C)=O)[CH2:28][CH2:27]4)=[CH:25][C:18]=23)=[CH:4][C:5]([NH:8][CH2:9][C:10]2[CH:15]=[CH:14][CH:13]=[C:12]([F:16])[CH:11]=2)=[N:6][CH:7]=1. Product: [Cl:1][C:2]1[C:3]([C:17]2[CH:22]=[CH:21][N:20]=[C:19]3[NH:23][C:24]([CH:26]4[CH2:27][CH2:28][NH:29][CH2:30][CH2:31]4)=[CH:25][C:18]=23)=[CH:4][C:5]([NH:8][CH2:9][C:10]2[CH:15]=[CH:14][CH:13]=[C:12]([F:16])[CH:11]=2)=[N:6][CH:7]=1. The catalyst class is: 281. (5) Reactant: [C:1]([N:5]1[CH:9]=[C:8]([N+:10]([O-])=O)[CH:7]=[N:6]1)([CH3:4])([CH3:3])[CH3:2].[H][H]. Product: [C:1]([N:5]1[CH:9]=[C:8]([NH2:10])[CH:7]=[N:6]1)([CH3:4])([CH3:3])[CH3:2]. The catalyst class is: 19. (6) Reactant: [F:1][C:2]1[CH:24]=[CH:23][C:5]([CH2:6][NH:7][C:8]([C:10]2[C:11]([OH:22])=[C:12]3[S:18][C:17]([CH2:19][OH:20])=[C:16]([CH3:21])[C:13]3=[N:14][CH:15]=2)=[O:9])=[CH:4][CH:3]=1.[C:25](=O)([O-])[O-].[K+].[K+].IC.O. Product: [F:1][C:2]1[CH:3]=[CH:4][C:5]([CH2:6][NH:7][C:8]([C:10]2[C:11](=[O:22])[C:12]3[S:18][C:17]([CH2:19][OH:20])=[C:16]([CH3:21])[C:13]=3[N:14]([CH3:25])[CH:15]=2)=[O:9])=[CH:23][CH:24]=1. The catalyst class is: 3. (7) The catalyst class is: 18. Product: [C:65]([C:62]1([C:59]2[CH:58]=[CH:57][C:56]([CH2:55][N:54]([CH2:53][CH2:52][C:48]3[CH:49]=[CH:50][CH:51]=[C:46]([C:45]([F:67])([F:68])[F:44])[CH:47]=3)[C:41]([C:38]3[C:39]([F:40])=[C:31]([Cl:30])[CH:32]=[C:33]4[C:37]=3[NH:36][CH:35]=[CH:34]4)=[O:43])=[CH:61][CH:60]=2)[CH2:64][CH2:63]1)#[N:66]. Reactant: CN1CCOCC1.CN(C(ON1N=NC2C=CC=CC1=2)=[N+](C)C)C.[B-](F)(F)(F)F.[Cl:30][C:31]1[CH:32]=[C:33]2[C:37](=[C:38]([C:41]([OH:43])=O)[C:39]=1[F:40])[NH:36][CH:35]=[CH:34]2.[F:44][C:45]([F:68])([F:67])[C:46]1[CH:47]=[C:48]([CH2:52][CH2:53][NH:54][CH2:55][C:56]2[CH:61]=[CH:60][C:59]([C:62]3([C:65]#[N:66])[CH2:64][CH2:63]3)=[CH:58][CH:57]=2)[CH:49]=[CH:50][CH:51]=1. (8) Reactant: C(O)C.C(O)(=O)C.C[O:9][C:10](=O)[CH:11]([CH3:27])[CH2:12][N:13]([C:19]1[C:24]([NH2:25])=[CH:23][N:22]=[C:21]([Cl:26])[N:20]=1)[CH:14]1[CH2:18][CH2:17][CH2:16][CH2:15]1. Product: [Cl:26][C:21]1[N:22]=[CH:23][C:24]2[NH:25][C:10](=[O:9])[CH:11]([CH3:27])[CH2:12][N:13]([CH:14]3[CH2:18][CH2:17][CH2:16][CH2:15]3)[C:19]=2[N:20]=1. The catalyst class is: 28. (9) Reactant: [CH3:1][O:2][C:3](=[O:15])[CH2:4][C:5]1[C:13]2[C:8](=[N:9][CH:10]=[CH:11][CH:12]=2)[NH:7][C:6]=1[CH3:14].[H-].[Na+].Br[CH2:19][C:20]1[CH:25]=[CH:24][C:23]([S:26]([CH3:29])(=[O:28])=[O:27])=[CH:22][C:21]=1[Cl:30].[I-].[Na+]. Product: [CH3:1][O:2][C:3](=[O:15])[CH2:4][C:5]1[C:13]2[C:8](=[N:9][CH:10]=[CH:11][CH:12]=2)[N:7]([CH2:19][C:20]2[CH:25]=[CH:24][C:23]([S:26]([CH3:29])(=[O:27])=[O:28])=[CH:22][C:21]=2[Cl:30])[C:6]=1[CH3:14]. The catalyst class is: 3.